This data is from Forward reaction prediction with 1.9M reactions from USPTO patents (1976-2016). The task is: Predict the product of the given reaction. Given the reactants C([N:8](CC1C=CC=CC=1)[C:9]1[CH:14]=[CH:13][C:12]([N:15]2[CH2:20][CH2:19][N:18]([C:21]([O:23][C:24]([CH3:27])([CH3:26])[CH3:25])=[O:22])[CH2:17][CH2:16]2)=[CH:11][C:10]=1[O:28][CH2:29][CH3:30])C1C=CC=CC=1, predict the reaction product. The product is: [NH2:8][C:9]1[CH:14]=[CH:13][C:12]([N:15]2[CH2:20][CH2:19][N:18]([C:21]([O:23][C:24]([CH3:25])([CH3:26])[CH3:27])=[O:22])[CH2:17][CH2:16]2)=[CH:11][C:10]=1[O:28][CH2:29][CH3:30].